This data is from Catalyst prediction with 721,799 reactions and 888 catalyst types from USPTO. The task is: Predict which catalyst facilitates the given reaction. (1) Reactant: [CH:1]([C:4]1[CH:9]=[CH:8][C:7]([CH2:10][C:11]([O:13][CH2:14][CH3:15])=[O:12])=[CH:6][C:5]=1[O:16]C)([CH3:3])[CH3:2].B(Br)(Br)Br. Product: [CH:1]([C:4]1[CH:9]=[CH:8][C:7]([CH2:10][C:11]([O:13][CH2:14][CH3:15])=[O:12])=[CH:6][C:5]=1[OH:16])([CH3:3])[CH3:2]. The catalyst class is: 2. (2) Reactant: [C:1]([O:5][C:6]([NH:8][C@@H:9]([CH2:31][C:32]1[S:33][CH:34]=[CH:35][CH:36]=1)[C:10]([N:12]1[CH2:17][CH2:16][N:15]([C:18]2[S:19][C:20]3[CH:26]=[C:25]([C:27]([O:29]C)=[O:28])[CH:24]=[CH:23][C:21]=3[N:22]=2)[CH2:14][CH2:13]1)=[O:11])=[O:7])([CH3:4])([CH3:3])[CH3:2].[OH-].[Na+].C(O)(=O)CC(CC(O)=O)(C(O)=O)O. Product: [C:1]([O:5][C:6]([NH:8][C@@H:9]([CH2:31][C:32]1[S:33][CH:34]=[CH:35][CH:36]=1)[C:10]([N:12]1[CH2:17][CH2:16][N:15]([C:18]2[S:19][C:20]3[CH:26]=[C:25]([C:27]([OH:29])=[O:28])[CH:24]=[CH:23][C:21]=3[N:22]=2)[CH2:14][CH2:13]1)=[O:11])=[O:7])([CH3:4])([CH3:2])[CH3:3]. The catalyst class is: 5. (3) Reactant: [CH3:1][C:2]1[N+:11]2[CH:12]=[CH:13][C:14]3[C:19]([C:10]=2[CH:9]=[C:8]2[C:3]=1[CH:4]=[C:5]([O:26]C)[C:6]([O:24]C)=[CH:7]2)=[CH:18][C:17]([O:20]C)=[C:16]([O:22]C)[CH:15]=3.O.[Cl-:29].B(Br)(Br)Br. Product: [Cl-:29].[CH3:1][C:2]1[N:11]2[CH2:12][CH:13]=[C:14]3[C:19]([C+:18]=[C:17]([OH:20])[C:16]([OH:22])=[CH:15]3)=[C:10]2[CH:9]=[C:8]2[C:3]=1[CH:4]=[C:5]([OH:26])[C:6]([OH:24])=[CH:7]2. The catalyst class is: 2. (4) Reactant: [Cl:1][C:2]1[C:6]([CH3:7])=[CH:5][S:4][C:3]=1[C:8]([OH:10])=O.CCN=C=NCCCN(C)C.C1C=CC2N(O)N=NC=2C=1.[NH:32]1[CH2:37][CH2:36][O:35][CH2:34][CH2:33]1. Product: [Cl:1][C:2]1[C:6]([CH3:7])=[CH:5][S:4][C:3]=1[C:8]([N:32]1[CH2:37][CH2:36][O:35][CH2:34][CH2:33]1)=[O:10]. The catalyst class is: 4. (5) Reactant: [CH2:1]([N:8]1[CH2:13][CH2:12][N:11]([C:14]([C:16]2[N:17]=[CH:18][N:19]([C@H:27]3[CH2:32][CH2:31][CH2:30][CH2:29][C@@H:28]3[NH2:33])[C:20]=2[C:21]2[CH:26]=[CH:25][CH:24]=[CH:23][CH:22]=2)=[O:15])[C@H:10]([CH2:34][C:35]2[CH:40]=[C:39]([F:41])[CH:38]=[C:37]([F:42])[CH:36]=2)[CH2:9]1)[C:2]1[CH:7]=[CH:6][CH:5]=[CH:4][CH:3]=1.C(N(CC)CC)C.[C:50](Cl)(=[O:55])[O:51][CH2:52][CH2:53][F:54].C(=O)(O)[O-].[Na+]. Product: [CH2:1]([N:8]1[CH2:13][CH2:12][N:11]([C:14]([C:16]2[N:17]=[CH:18][N:19]([C@H:27]3[CH2:32][CH2:31][CH2:30][CH2:29][C@@H:28]3[NH:33][C:50](=[O:55])[O:51][CH2:52][CH2:53][F:54])[C:20]=2[C:21]2[CH:22]=[CH:23][CH:24]=[CH:25][CH:26]=2)=[O:15])[C@H:10]([CH2:34][C:35]2[CH:40]=[C:39]([F:41])[CH:38]=[C:37]([F:42])[CH:36]=2)[CH2:9]1)[C:2]1[CH:7]=[CH:6][CH:5]=[CH:4][CH:3]=1. The catalyst class is: 1. (6) Reactant: [CH3:1][O:2][C:3]1[CH:12]=[CH:11][C:6]2[N:7]=[C:8]([NH2:10])[S:9][C:5]=2[CH:4]=1.[H-].[Na+].[Cl:15][C:16]1[CH:17]=[C:18]([CH:35]=[CH:36][CH:37]=1)[CH2:19][NH:20][C:21]([C:23]1[CH:31]=[CH:30][C:26]([C:27]([O-])=[O:28])=[C:25]([N:32]=[C:33]=[S:34])[CH:24]=1)=[O:22]. Product: [Cl:15][C:16]1[CH:17]=[C:18]([CH2:19][NH:20][C:21]([C:23]2[CH:24]=[C:25]3[C:26]([C:27](=[O:28])[N:10]([C:8]4[S:9][C:5]5[CH:4]=[C:3]([O:2][CH3:1])[CH:12]=[CH:11][C:6]=5[N:7]=4)[C:33](=[S:34])[NH:32]3)=[CH:30][CH:31]=2)=[O:22])[CH:35]=[CH:36][CH:37]=1. The catalyst class is: 16. (7) Reactant: [NH2:1][C:2]1[N:3]=[N:4][C:5]([C:8]2[CH:9]=[CH:10][C:11]([C:14]([NH:16][CH3:17])=[O:15])=[N:12][CH:13]=2)=[CH:6][N:7]=1.Cl[CH:19]([CH2:29][C:30]1[CH:31]=[C:32]2[C:37](=[CH:38][CH:39]=1)[N:36]=[CH:35][CH:34]=[CH:33]2)[CH:20](N1C(=O)CCC1=O)O. Product: [CH3:17][NH:16][C:14]([C:11]1[CH:10]=[CH:9][C:8]([C:5]2[CH:6]=[N:7][C:2]3[N:3]([C:19]([CH2:29][C:30]4[CH:31]=[C:32]5[C:37](=[CH:38][CH:39]=4)[N:36]=[CH:35][CH:34]=[CH:33]5)=[CH:20][N:1]=3)[N:4]=2)=[CH:13][N:12]=1)=[O:15]. The catalyst class is: 196. (8) Reactant: Cl[C:2]1[CH:7]=[CH:6][N:5]2[N:8]=[CH:9][C:10]([C:11]3[CH:16]=[C:15]([O:17][CH3:18])[C:14]([O:19][CH3:20])=[C:13]([O:21][CH3:22])[CH:12]=3)=[C:4]2[N:3]=1.[F:23][C:24]1[CH:30]=[CH:29][C:27]([NH2:28])=[CH:26][CH:25]=1.C(=O)([O-])[O-].[K+].[K+]. Product: [F:23][C:24]1[CH:30]=[CH:29][C:27]([NH:28][C:2]2[CH:7]=[CH:6][N:5]3[N:8]=[CH:9][C:10]([C:11]4[CH:16]=[C:15]([O:17][CH3:18])[C:14]([O:19][CH3:20])=[C:13]([O:21][CH3:22])[CH:12]=4)=[C:4]3[N:3]=2)=[CH:26][CH:25]=1. The catalyst class is: 10. (9) Reactant: [C:1]([N:5]1[C:9]2=[N:10][CH:11]=[CH:12][CH:13]=[C:8]2[CH:7]([CH2:14][C:15]2[C:20]([CH2:21][O:22][Si](C(C)C)(C(C)C)C(C)C)=[CH:19][C:18]([Cl:33])=[CH:17][N:16]=2)[C:6]1=[O:34])([CH3:4])([CH3:3])[CH3:2]. Product: [C:1]([N:5]1[C:9]2=[N:10][CH:11]=[CH:12][CH:13]=[C:8]2[CH:7]([CH2:14][C:15]2[C:20]([CH2:21][OH:22])=[CH:19][C:18]([Cl:33])=[CH:17][N:16]=2)[C:6]1=[O:34])([CH3:4])([CH3:2])[CH3:3]. The catalyst class is: 1. (10) Reactant: Cl.[CH2:2]([C:4]1[CH:9]=[C:8]([C:10]2[N:14]=[C:13]([C:15]3[CH:20]=[C:19]([CH3:21])[N:18]=[C:17]([NH:22][CH:23]([CH3:25])[CH3:24])[N:16]=3)[O:12][N:11]=2)[CH:7]=[C:6]([CH3:26])[C:5]=1[CH2:27][CH2:28][C:29](O)=[O:30])[CH3:3].CCN(C(C)C)C(C)C.CN(C(ON1N=NC2C=CC=CC1=2)=[N+](C)C)C.[B-](F)(F)(F)F.[C:63]([NH:70][CH2:71][CH2:72][NH2:73])([O:65][C:66]([CH3:69])([CH3:68])[CH3:67])=[O:64]. Product: [C:66]([O:65][C:63](=[O:64])[NH:70][CH2:71][CH2:72][NH:73][C:29](=[O:30])[CH2:28][CH2:27][C:5]1[C:6]([CH3:26])=[CH:7][C:8]([C:10]2[N:14]=[C:13]([C:15]3[CH:20]=[C:19]([CH3:21])[N:18]=[C:17]([NH:22][CH:23]([CH3:25])[CH3:24])[N:16]=3)[O:12][N:11]=2)=[CH:9][C:4]=1[CH2:2][CH3:3])([CH3:67])([CH3:68])[CH3:69]. The catalyst class is: 31.